This data is from Full USPTO retrosynthesis dataset with 1.9M reactions from patents (1976-2016). The task is: Predict the reactants needed to synthesize the given product. (1) Given the product [C:11]([O:15][C:16]([N:18]1[CH2:22][CH2:21][C:20]([OH:23])([C:7]2[S:6][CH:10]=[CH:9][N:8]=2)[CH2:19]1)=[O:17])([CH3:14])([CH3:12])[CH3:13], predict the reactants needed to synthesize it. The reactants are: C([Li])CCC.[S:6]1[CH:10]=[CH:9][N:8]=[CH:7]1.[C:11]([O:15][C:16]([N:18]1[CH2:22][CH2:21][C:20](=[O:23])[CH2:19]1)=[O:17])([CH3:14])([CH3:13])[CH3:12]. (2) Given the product [CH3:1][CH:2]([CH3:15])[CH2:3][CH2:4][O:5][C:6]1[CH:7]=[CH:8][C:9]([NH2:12])=[CH:10][CH:11]=1, predict the reactants needed to synthesize it. The reactants are: [CH3:1][CH:2]([CH3:15])[CH2:3][CH2:4][O:5][C:6]1[CH:11]=[CH:10][C:9]([N+:12]([O-])=O)=[CH:8][CH:7]=1.[H][H]. (3) Given the product [CH3:24][N:25]([CH3:30])[S:26]([N:21]1[CH2:22][CH2:23][CH:18]([NH:17][C:4]2[S:5][C:6]([C:7](=[O:8])[C:9]3[C:14]([F:15])=[CH:13][CH:12]=[CH:11][C:10]=3[F:16])=[C:2]([NH2:1])[N:3]=2)[CH2:19][CH2:20]1)(=[O:28])=[O:27], predict the reactants needed to synthesize it. The reactants are: [NH2:1][C:2]1[N:3]=[C:4]([NH:17][CH:18]2[CH2:23][CH2:22][NH:21][CH2:20][CH2:19]2)[S:5][C:6]=1[C:7]([C:9]1[C:14]([F:15])=[CH:13][CH:12]=[CH:11][C:10]=1[F:16])=[O:8].[CH3:24][N:25]([CH3:30])[S:26](Cl)(=[O:28])=[O:27]. (4) Given the product [Br:21][C:8]1[CH:7]=[C:6]2[C:11](=[CH:10][C:9]=1[CH3:12])[C:2]([CH3:16])([CH3:1])[C:3](=[O:15])[CH2:4][C:5]2([CH3:14])[CH3:13], predict the reactants needed to synthesize it. The reactants are: [CH3:1][C:2]1([CH3:16])[C:11]2[C:6](=[CH:7][CH:8]=[C:9]([CH3:12])[CH:10]=2)[C:5]([CH3:14])([CH3:13])[CH2:4][C:3]1=[O:15].[Cl-].[Al+3].[Cl-].[Cl-].[Br:21]Br. (5) Given the product [BrH:64].[NH2:54][C:29]1[C:24]([CH2:23][N:3]2[C:4]3[C:9](=[CH:8][CH:7]=[CH:6][CH:5]=3)[C:10]3([C:45]4[C:46](=[CH:47][C:42]5[O:41][CH2:60][CH2:59][O:63][C:43]=5[CH:44]=4)[O:12][CH2:11]3)[C:2]2=[O:1])=[N:25][CH:26]=[CH:27][CH:28]=1, predict the reactants needed to synthesize it. The reactants are: [O:1]=[C:2]1[C:10]2(C3C(=CC4OCCOC=4C=3)[O:12][CH2:11]2)[C:9]2[C:4](=[CH:5][CH:6]=[CH:7][CH:8]=2)[N:3]1[CH2:23][C:24]1[C:29](C(O)=O)=[CH:28][CH:27]=[CH:26][N:25]=1.P(N=[N+]=[N-])(=O)([O:41][C:42]1[CH:47]=[CH:46][CH:45]=[CH:44][CH:43]=1)[O:41][C:42]1[CH:47]=[CH:46][CH:45]=[CH:44][CH:43]=1.C([N:54](CC)CC)C.[C:59]([OH:63])(C)(C)[CH3:60].[BrH:64].C(O)(=O)C.